Dataset: Forward reaction prediction with 1.9M reactions from USPTO patents (1976-2016). Task: Predict the product of the given reaction. (1) The product is: [F:43][C:44]([F:55])([F:56])[C:45]1[CH:46]=[CH:47][C:48]([C@H:51]([NH:54][C:18]([C:11]2[CH:10]=[C:9]([C:7]([N:3]3[CH2:4][CH2:5][CH2:6][C@@H:2]3[CH3:1])=[O:8])[N:17]3[CH2:16][CH2:15][O:14][CH2:13][C:12]=23)=[O:19])[CH2:52][CH3:53])=[CH:49][CH:50]=1. Given the reactants [CH3:1][C@H:2]1[CH2:6][CH2:5][CH2:4][N:3]1[C:7]([C:9]1[N:17]2[C:12]([CH2:13][O:14][CH2:15][CH2:16]2)=[C:11]([C:18](O)=[O:19])[CH:10]=1)=[O:8].ON1C2C=CC=CC=2N=N1.Cl.C(N=C=NCCCN(C)C)C.[F:43][C:44]([F:56])([F:55])[C:45]1[CH:50]=[CH:49][C:48]([C@H:51]([NH2:54])[CH2:52][CH3:53])=[CH:47][CH:46]=1, predict the reaction product. (2) The product is: [Cl:1][C:2]1[CH:7]=[CH:6][C:5]([S:8]([N:11]([CH2:21][C:22]2[CH:23]=[CH:24][C:25]([CH2:26][OH:27])=[CH:30][CH:31]=2)[C@H:12]([C:15]2[CH:20]=[CH:19][CH:18]=[CH:17][CH:16]=2)[CH2:13][CH3:14])(=[O:9])=[O:10])=[CH:4][CH:3]=1. Given the reactants [Cl:1][C:2]1[CH:7]=[CH:6][C:5]([S:8]([N:11]([CH2:21][C:22]2[CH:31]=[CH:30][C:25]([C:26](OC)=[O:27])=[CH:24][CH:23]=2)[C@H:12]([C:15]2[CH:20]=[CH:19][CH:18]=[CH:17][CH:16]=2)[CH2:13][CH3:14])(=[O:10])=[O:9])=[CH:4][CH:3]=1.[H-].[H-].[H-].[H-].[Al+3].[Li+].O.[OH-].[Na+], predict the reaction product. (3) Given the reactants [CH3:1][C@@:2]12[C:8]([CH3:10])([CH3:9])[C@@H:5]([CH2:6][CH2:7]1)[C:4](=O)[C:3]2=O.COP([CH2:19][C:20]([C:22]1[CH:23]=[N:24][N:25]([CH2:28][C:29]2[CH:34]=[CH:33][CH:32]=[CH:31][CH:30]=2)[C:26]=1[CH3:27])=O)(=O)OC.O.[NH2:36][NH2:37], predict the reaction product. The product is: [CH2:28]([N:25]1[C:26]([CH3:27])=[C:22]([C:20]2[CH:19]=[C:4]3[C:3]([C@:2]4([CH3:1])[C:8]([CH3:10])([CH3:9])[C@H:5]3[CH2:6][CH2:7]4)=[N:37][N:36]=2)[CH:23]=[N:24]1)[C:29]1[CH:34]=[CH:33][CH:32]=[CH:31][CH:30]=1. (4) Given the reactants C(OC([N:7]1[C@:11]2([C@@H:16]([F:17])[CH2:15][C@@H:14]3[C@H:12]2[C@H:13]3[C:18]([OH:20])=[O:19])[C:10](=[O:21])[O:9]C1)=O)C=C.[C:22]([O:30][CH2:31]Cl)(=[O:29])[C:23]1[CH:28]=[CH:27][CH:26]=[CH:25][CH:24]=1, predict the reaction product. The product is: [NH2:7][C@@:11]1([C:10]([OH:9])=[O:21])[C@@H:16]([F:17])[CH2:15][C@@H:14]2[C@H:12]1[C@H:13]2[C:18]([O:20][CH2:31][O:30][C:22](=[O:29])[C:23]1[CH:28]=[CH:27][CH:26]=[CH:25][CH:24]=1)=[O:19]. (5) Given the reactants [NH2:1][C:2]1[CH:10]=[CH:9][C:8]([C:11]([C:14]2[CH:19]=[CH:18][CH:17]=[CH:16][CH:15]=2)([CH3:13])[CH3:12])=[CH:7][C:3]=1[C:4]([OH:6])=[O:5].C(N(CC)CC)C.[F:27][C:28]([F:39])([F:38])[C:29]1[CH:37]=[CH:36][C:32]([C:33](Cl)=O)=[CH:31][CH:30]=1, predict the reaction product. The product is: [F:27][C:28]([F:38])([F:39])[C:29]1[CH:30]=[CH:31][C:32]([C:33]2[O:5][C:4](=[O:6])[C:3]3[CH:7]=[C:8]([C:11]([C:14]4[CH:19]=[CH:18][CH:17]=[CH:16][CH:15]=4)([CH3:13])[CH3:12])[CH:9]=[CH:10][C:2]=3[N:1]=2)=[CH:36][CH:37]=1. (6) Given the reactants COC1N=CC(N2[CH2:14][CH2:13][CH:12]([N:15]3[CH2:19][CH2:18][C@@H:17]([NH:20][C:21](=[O:36])[CH2:22][NH:23][C:24](=[O:35])[C:25]4[CH:30]=[CH:29][CH:28]=[C:27]([C:31]([F:34])([F:33])[F:32])[CH:26]=4)[CH2:16]3)[CH2:11][CH2:10]2)=CC=1.[S:37]1CCC(=O)CC1.COC1N=CC(N2CCC(=O)CC2)=CC=1, predict the reaction product. The product is: [O:36]=[C:21]([NH:20][C@@H:17]1[CH2:18][CH2:19][N:15]([CH:12]2[CH2:13][CH2:14][S:37][CH2:10][CH2:11]2)[CH2:16]1)[CH2:22][NH:23][C:24](=[O:35])[C:25]1[CH:30]=[CH:29][CH:28]=[C:27]([C:31]([F:34])([F:33])[F:32])[CH:26]=1. (7) Given the reactants [F:1][CH:2]([F:14])[O:3][C:4]1[N:9]=[CH:8][N:7]=[C:6]([C:10]([O-])=[O:11])[C:5]=1[CH3:13].[BH4-].[Na+], predict the reaction product. The product is: [F:14][CH:2]([F:1])[O:3][C:4]1[N:9]=[CH:8][N:7]=[C:6]([CH2:10][OH:11])[C:5]=1[CH3:13]. (8) The product is: [Cl:16][C:17]1[CH:22]=[CH:21][C:20]([S:23]([NH:8][C:6]2[CH:7]=[C:2]([Cl:1])[CH:3]=[CH:4][C:5]=2[O:9][C:10]2[CH:15]=[CH:14][CH:13]=[CH:12][CH:11]=2)(=[O:24])=[O:25])=[CH:19][C:18]=1[C:27]([F:30])([F:28])[F:29]. Given the reactants [Cl:1][C:2]1[CH:3]=[CH:4][C:5]([O:9][C:10]2[CH:15]=[CH:14][CH:13]=[CH:12][CH:11]=2)=[C:6]([NH2:8])[CH:7]=1.[Cl:16][C:17]1[CH:22]=[CH:21][C:20]([S:23](Cl)(=[O:25])=[O:24])=[CH:19][C:18]=1[C:27]([F:30])([F:29])[F:28], predict the reaction product. (9) Given the reactants [OH:1][C:2]1[C:3]([CH2:19][OH:20])=[C:4]([CH2:9][O:10][C:11]2[CH:18]=[CH:17][C:14]([C:15]#[N:16])=[CH:13][CH:12]=2)[CH:5]=[N:6][C:7]=1[CH3:8].Br[CH2:22][C:23]1[CH:28]=[CH:27][C:26]([C:29]#[N:30])=[CH:25][CH:24]=1, predict the reaction product. The product is: [C:29]([C:26]1[CH:27]=[CH:28][C:23]([CH2:22][O:1][C:2]2[C:3]([CH2:19][OH:20])=[C:4]([CH2:9][O:10][C:11]3[CH:18]=[CH:17][C:14]([C:15]#[N:16])=[CH:13][CH:12]=3)[CH:5]=[N:6][C:7]=2[CH3:8])=[CH:24][CH:25]=1)#[N:30]. (10) Given the reactants [Cl:1][C:2]1[CH:3]=[CH:4][C:5]([CH2:8][O:9][C:10]2[CH:15]=[CH:14][NH:13][C:12](=[O:16])[CH:11]=2)=[N:6][CH:7]=1.[NH2:17][C:18]1[CH:23]=[CH:22][C:21](I)=[CH:20][N:19]=1.C([O-])([O-])=O.[K+].[K+].OC1C=CC=C2C=1N=CC=C2, predict the reaction product. The product is: [Cl:1][C:2]1[CH:3]=[CH:4][C:5]([CH2:8][O:9][C:10]2[CH:15]=[CH:14][N:13]([C:21]3[CH:20]=[N:19][C:18]([NH2:17])=[CH:23][CH:22]=3)[C:12](=[O:16])[CH:11]=2)=[N:6][CH:7]=1.